Dataset: Full USPTO retrosynthesis dataset with 1.9M reactions from patents (1976-2016). Task: Predict the reactants needed to synthesize the given product. (1) Given the product [Cl:1][C:2]1[CH:3]=[C:4]([CH2:14][N:15]2[C:19]([CH3:20])=[CH:18][C:17]([C:21]([NH:31][N:32]3[CH2:37][CH2:36][O:35][CH2:34][CH2:33]3)=[O:22])=[N:16]2)[C:5]2[O:9][C:8]([CH:10]3[CH2:12][CH2:11]3)=[CH:7][C:6]=2[CH:13]=1, predict the reactants needed to synthesize it. The reactants are: [Cl:1][C:2]1[CH:3]=[C:4]([CH2:14][N:15]2[C:19]([CH3:20])=[CH:18][C:17]([C:21](Cl)=[O:22])=[N:16]2)[C:5]2[O:9][C:8]([CH:10]3[CH2:12][CH2:11]3)=[CH:7][C:6]=2[CH:13]=1.CCN(CC)CC.[NH2:31][N:32]1[CH2:37][CH2:36][O:35][CH2:34][CH2:33]1. (2) Given the product [NH3:9].[Cl:1][C:2]1[CH:3]=[C:4]([CH:12]=[CH:13][C:14]=1[Cl:15])[O:5][CH:6]1[CH2:11][CH2:10][N:9]([CH2:21][CH:22]2[O:27][CH2:26][CH2:25][N:24]([C:28]([O:30][C:31]([CH3:32])([CH3:34])[CH3:33])=[O:29])[CH2:23]2)[CH2:8][CH2:7]1, predict the reactants needed to synthesize it. The reactants are: [Cl:1][C:2]1[CH:3]=[C:4]([CH:12]=[CH:13][C:14]=1[Cl:15])[O:5][CH:6]1[CH2:11][CH2:10][NH:9][CH2:8][CH2:7]1.CS(O[CH2:21][CH:22]1[O:27][CH2:26][CH2:25][N:24]([C:28]([O:30][C:31]([CH3:34])([CH3:33])[CH3:32])=[O:29])[CH2:23]1)(=O)=O. (3) Given the product [C:23]([O:22][C:20]([NH:3][CH2:4][C:5]1[CH:6]=[N:7][N:8]([CH2:11][CH2:12][CH3:13])[C:9]=1[NH2:10])=[O:21])([CH3:26])([CH3:25])[CH3:24], predict the reactants needed to synthesize it. The reactants are: Cl.Cl.[NH2:3][CH2:4][C:5]1[CH:6]=[N:7][N:8]([CH2:11][CH2:12][CH3:13])[C:9]=1[NH2:10].C(=O)([O-])[O-].[Na+].[Na+].[C:20](O[C:20]([O:22][C:23]([CH3:26])([CH3:25])[CH3:24])=[O:21])([O:22][C:23]([CH3:26])([CH3:25])[CH3:24])=[O:21].C(OCC)(=O)C. (4) Given the product [N+:1]([C:4]1[CH:9]=[CH:8][CH:7]=[C:6](/[CH:10]=[CH:11]/[C:18]2[CH:17]=[CH:16][C:15]([O:19][CH3:20])=[CH:14][CH:13]=2)[CH:5]=1)([O-:3])=[O:2], predict the reactants needed to synthesize it. The reactants are: [N+:1]([C:4]1[CH:9]=[CH:8][CH:7]=[C:6]([CH:10]=[CH2:11])[CH:5]=1)([O-:3])=[O:2].Br[C:13]1[CH:18]=[CH:17][CH:16]=[C:15]([O:19][C:20](F)(F)F)[CH:14]=1.CC([O-])=O.[Na+].C1C=CC(P(C2C=CC=CC=2)C2C=CC=CC=2)=CC=1. (5) Given the product [CH:2]1[CH:15]=[CH:14][C:13]2[C:12]3[CH:11]=[CH:10][CH:9]=[CH:8][C:7]=3[NH:6][CH2:5][C:4]=2[CH:3]=1.[F:1][C:2]1[CH:3]=[C:4]2[C:13](=[CH:14][CH:15]=1)[C:12]1[CH:11]=[CH:10][CH:9]=[CH:8][C:7]=1[N:6]([S:55]([C:51]1[CH:52]=[CH:53][CH:54]=[C:49]([O:48][CH3:47])[CH:50]=1)(=[O:57])=[O:56])[CH:5]2[CH3:16], predict the reactants needed to synthesize it. The reactants are: [F:1][C:2]1[CH:15]=[CH:14][C:13]2[C:4](=[C:5]([CH3:16])[N:6]=[C:7]3[C:12]=2[CH:11]=[CH:10][CH:9]=[CH:8]3)[CH:3]=1.[BH4-].[Na+].FC(F)(F)C(O)=O.C1C=CC2C3C=CC=CC=3NCC=2C=1.C(N(CC)CC)C.[CH3:47][O:48][C:49]1[CH:50]=[C:51]([S:55](Cl)(=[O:57])=[O:56])[CH:52]=[CH:53][CH:54]=1. (6) Given the product [C:1]([O:5][C:6](=[O:36])[CH2:7][O:8][C:9]1[C:14]2[CH2:15][CH2:16][CH2:17][CH2:18][CH:19]([N:20]([S:21]([C:24]3[CH:29]=[CH:28][C:27]([C:30]4[CH:35]=[CH:34][CH:33]=[CH:32][CH:31]=4)=[CH:26][CH:25]=3)(=[O:23])=[O:22])[CH3:39])[C:13]=2[CH:12]=[CH:11][CH:10]=1)([CH3:4])([CH3:2])[CH3:3], predict the reactants needed to synthesize it. The reactants are: [C:1]([O:5][C:6](=[O:36])[CH2:7][O:8][C:9]1[C:14]2[CH2:15][CH2:16][CH2:17][CH2:18][CH:19]([NH:20][S:21]([C:24]3[CH:29]=[CH:28][C:27]([C:30]4[CH:35]=[CH:34][CH:33]=[CH:32][CH:31]=4)=[CH:26][CH:25]=3)(=[O:23])=[O:22])[C:13]=2[CH:12]=[CH:11][CH:10]=1)([CH3:4])([CH3:3])[CH3:2].CI.[C:39]([O-])([O-])=O.[K+].[K+].